Dataset: Forward reaction prediction with 1.9M reactions from USPTO patents (1976-2016). Task: Predict the product of the given reaction. (1) Given the reactants [Br:1][C:2]1[N:6]=[C:5](Br)[N:4]([C:8]([C:21]2[CH:26]=[CH:25][CH:24]=[CH:23][CH:22]=2)([C:15]2[CH:20]=[CH:19][CH:18]=[CH:17][CH:16]=2)[C:9]2[CH:14]=[CH:13][CH:12]=[CH:11][CH:10]=2)[N:3]=1.[Li]CCCC.[CH2:32]([O:34][C:35]1[CH:36]=[C:37]([O:52][CH:53]([CH3:55])[CH3:54])[C:38]([F:51])=[C:39]([CH:50]=1)/[CH:40]=[N:41]/[C:42]1[CH:49]=[CH:48][C:45]([C:46]#[N:47])=[CH:44][CH:43]=1)[CH3:33], predict the reaction product. The product is: [Br:1][C:2]1[N:6]=[C:5]([N:41]([CH2:40][C:39]2[CH:50]=[C:35]([O:34][CH2:32][CH3:33])[CH:36]=[C:37]([O:52][CH:53]([CH3:55])[CH3:54])[C:38]=2[F:51])[C:42]2[CH:49]=[CH:48][C:45]([C:46]#[N:47])=[CH:44][CH:43]=2)[N:4]([C:8]([C:21]2[CH:22]=[CH:23][CH:24]=[CH:25][CH:26]=2)([C:15]2[CH:16]=[CH:17][CH:18]=[CH:19][CH:20]=2)[C:9]2[CH:10]=[CH:11][CH:12]=[CH:13][CH:14]=2)[N:3]=1. (2) Given the reactants [C:1]([O:5][C:6]([NH:8][C@@H:9]([C@H:13]([O:15][CH3:16])[CH3:14])[C:10]([OH:12])=O)=[O:7])([CH3:4])([CH3:3])[CH3:2].CN(C(O[N:25]1N=NC2C=[CH:29][CH:30]=[CH:31][C:26]1=2)=[N+](C)C)C.[B-](F)(F)(F)F.N1CCCC1, predict the reaction product. The product is: [CH3:16][O:15][C@H:13]([CH3:14])[C@H:9]([NH:8][C:6](=[O:7])[O:5][C:1]([CH3:2])([CH3:3])[CH3:4])[C:10](=[O:12])[N:25]1[CH2:26][CH2:31][CH2:30][CH2:29]1. (3) Given the reactants P([O:5][C:6]([C@@:9]1([O:32][C:33]2[CH:38]=[C:37]([F:39])[C:36]([F:40])=[C:35]([F:41])[CH:34]=2)[CH2:14][CH2:13][CH2:12][N:11]2[C:15]([C:18]3[CH:23]=[CH:22][C:21]([N:24]4[CH:28]=[C:27]([CH3:29])[N:26]=[CH:25]4)=[C:20]([O:30][CH3:31])[N:19]=3)=[N:16][N:17]=[C:10]12)([CH3:8])[CH3:7])(O)(O)=O, predict the reaction product. The product is: [CH3:31][O:30][C:20]1[N:19]=[C:18]([C:15]2[N:11]3[CH2:12][CH2:13][CH2:14][C@@:9]([C:6]([OH:5])([CH3:8])[CH3:7])([O:32][C:33]4[CH:38]=[C:37]([F:39])[C:36]([F:40])=[C:35]([F:41])[CH:34]=4)[C:10]3=[N:17][N:16]=2)[CH:23]=[CH:22][C:21]=1[N:24]1[CH:28]=[C:27]([CH3:29])[N:26]=[CH:25]1. (4) Given the reactants [CH3:1][O:2][C:3]1[CH:8]=[CH:7][C:6]([O:9][CH3:10])=[CH:5][C:4]=1[CH:11]1[CH2:15][CH2:14][CH2:13][CH:12]1[CH2:16][OH:17].CNC1C=CC=C(NC)N=1.C(N(CC)CC)C.[CH3:35][S:36](Cl)(=[O:38])=[O:37], predict the reaction product. The product is: [CH3:1][O:2][C:3]1[CH:8]=[CH:7][C:6]([O:9][CH3:10])=[CH:5][C:4]=1[CH:11]1[CH2:15][CH2:14][CH2:13][CH:12]1[CH2:16][O:17][S:36]([CH3:35])(=[O:38])=[O:37]. (5) The product is: [C:36]([C:35]1[CH:34]=[CH:33][C:32]([CH2:31][CH2:30][CH2:29][CH2:28][N:21]2[CH2:22][CH:23]3[O:27][CH:19]([CH2:26][N:25]([CH2:9][CH2:10][NH:11][C:12](=[O:18])[O:13][C:14]([CH3:17])([CH3:16])[CH3:15])[CH2:24]3)[CH2:20]2)=[CH:39][CH:38]=1)#[N:37]. Given the reactants C(N(CC)CC)C.Br[CH2:9][CH2:10][NH:11][C:12](=[O:18])[O:13][C:14]([CH3:17])([CH3:16])[CH3:15].[CH:19]12[O:27][CH:23]([CH2:24][NH:25][CH2:26]1)[CH2:22][N:21]([CH2:28][CH2:29][CH2:30][CH2:31][C:32]1[CH:39]=[CH:38][C:35]([C:36]#[N:37])=[CH:34][CH:33]=1)[CH2:20]2, predict the reaction product. (6) The product is: [Cl:1][C:2]1[C:11]2[C:10](=[O:12])[N:9]([CH3:27])[C@H:8]3[CH2:13][N:14]([C:16]([O:18][C:19]([CH3:20])([CH3:22])[CH3:21])=[O:17])[CH2:15][C@@H:7]3[C:6]=2[CH:5]=[C:4]([CH2:23][CH2:24][CH3:25])[CH:3]=1. Given the reactants [Cl:1][C:2]1[C:11]2[C:10](=[O:12])[NH:9][C@H:8]3[CH2:13][N:14]([C:16]([O:18][C:19]([CH3:22])([CH3:21])[CH3:20])=[O:17])[CH2:15][C@@H:7]3[C:6]=2[CH:5]=[C:4]([CH2:23][CH2:24][CH3:25])[CH:3]=1.Br[C:27]1C=CC(C(N(CC)CC)=O)=C(Cl)C=1, predict the reaction product. (7) Given the reactants [C:1]([O:5][C:6]([N:8]1[CH2:16][C:15]2[C:10](=[CH:11][CH:12]=[C:13]([C:17]([OH:19])=O)[CH:14]=2)[CH2:9]1)=[O:7])([CH3:4])([CH3:3])[CH3:2].C(Cl)CCl.C(N(CC)CC)C.[NH:31]1[CH2:36][CH2:35][O:34][CH2:33][CH2:32]1, predict the reaction product. The product is: [C:1]([O:5][C:6]([N:8]1[CH2:16][C:15]2[C:10](=[CH:11][CH:12]=[C:13]([C:17]([N:31]3[CH2:36][CH2:35][O:34][CH2:33][CH2:32]3)=[O:19])[CH:14]=2)[CH2:9]1)=[O:7])([CH3:2])([CH3:3])[CH3:4]. (8) Given the reactants Br[C:2]1[CH:15]=[CH:14][C:13]2[O:12][C:11]3[C:6](=[CH:7][C:8]([O:16][CH3:17])=[CH:9][CH:10]=3)[C@:5]3([CH2:21][O:20][C:19]([NH2:22])=[N:18]3)[C:4]=2[CH:3]=1.[N-:23]=[N+:24]=[N-:25].[Na+].[Na].O=C1O[C@H]([C@H](CO)O)C(O)=C1O.CN[C@@H]1CCCC[C@H]1NC, predict the reaction product. The product is: [N:23]([C:2]1[CH:15]=[CH:14][C:13]2[O:12][C:11]3[C:6](=[CH:7][C:8]([O:16][CH3:17])=[CH:9][CH:10]=3)[C@:5]3([CH2:21][O:20][C:19]([NH2:22])=[N:18]3)[C:4]=2[CH:3]=1)=[N+:24]=[N-:25].